Task: Predict the reactants needed to synthesize the given product.. Dataset: Full USPTO retrosynthesis dataset with 1.9M reactions from patents (1976-2016) (1) Given the product [OH:1][C:2]([CH3:35])([CH3:34])[CH2:3][C@@:4]1([C:28]2[CH:33]=[CH:32][CH:31]=[CH:30][CH:29]=2)[O:9][C:8](=[O:10])[N:7]([C@H:11]([C:13]2[CH:18]=[CH:17][C:16]([C:37]3[CH:38]=[N:39][N:40]([CH:42]4[CH2:47][CH2:46][O:45][CH2:44][CH2:43]4)[CH:41]=3)=[CH:15][CH:14]=2)[CH3:12])[CH2:6][CH2:5]1, predict the reactants needed to synthesize it. The reactants are: [OH:1][C:2]([CH3:35])([CH3:34])[CH2:3][C@@:4]1([C:28]2[CH:33]=[CH:32][CH:31]=[CH:30][CH:29]=2)[O:9][C:8](=[O:10])[N:7]([C@H:11]([C:13]2[CH:18]=[CH:17][C:16](B3OC(C)(C)C(C)(C)O3)=[CH:15][CH:14]=2)[CH3:12])[CH2:6][CH2:5]1.Br[C:37]1[CH:38]=[N:39][N:40]([CH:42]2[CH2:47][CH2:46][O:45][CH2:44][CH2:43]2)[CH:41]=1. (2) Given the product [N:1]1[C:6]([N:7]2[CH:8]=[C:9]([C:14]3[C:32]4[C:31](=[CH:30][C:29]([O:28][CH3:27])=[C:37]5[O:36][C:35]([CH3:39])([CH3:38])[CH2:34][C:33]5=4)[CH2:40][C:41]([CH3:43])([CH3:42])[N:15]=3)[CH:10]=[CH:11][C:12]2=[O:13])=[CH:5][CH:4]=[CH:3][C:2]=1[C:16]1[CH:21]=[CH:20][CH:19]=[CH:18][N:17]=1, predict the reactants needed to synthesize it. The reactants are: [N:1]1[C:6]([N:7]2[C:12](=[O:13])[CH:11]=[CH:10][C:9]([C:14]#[N:15])=[CH:8]2)=[CH:5][CH:4]=[CH:3][C:2]=1[C:16]1[CH:21]=[CH:20][CH:19]=[CH:18][N:17]=1.S(=O)(=O)(O)O.[CH3:27][O:28][C:29]1[C:37]2[O:36][C:35]([CH3:39])([CH3:38])[CH2:34][C:33]=2[CH:32]=[C:31]([CH:40]=[C:41]([CH3:43])[CH3:42])[CH:30]=1.N. (3) Given the product [CH3:17][C:18]1[C:22]([C:23]([N:25]2[CH2:30][CH2:29][CH2:28][CH2:27][CH2:26]2)=[O:24])=[CH:21][NH:20][C:19]=1[CH:31]=[C:9]1[C:8]2[C:12](=[CH:13][CH:14]=[CH:15][C:7]=2[CH:4]2[CH2:3][CH2:2][NH:1][CH2:6][CH2:5]2)[NH:11][C:10]1=[O:16], predict the reactants needed to synthesize it. The reactants are: [NH:1]1[CH2:6][CH2:5][CH:4]([C:7]2[CH:15]=[CH:14][CH:13]=[C:12]3[C:8]=2[CH2:9][C:10](=[O:16])[NH:11]3)[CH2:3][CH2:2]1.[CH3:17][C:18]1[C:22]([C:23]([N:25]2[CH2:30][CH2:29][CH2:28][CH2:27][CH2:26]2)=[O:24])=[CH:21][NH:20][C:19]=1[CH:31]=O. (4) Given the product [Cl:1][C:2]1[CH:3]=[C:4]([NH:19][S:30]([C:23]2[CH:24]=[CH:25][C:26]([O:28][CH3:29])=[CH:27][C:22]=2[O:21][CH3:20])(=[O:32])=[O:31])[CH:5]=[N:6][C:7]=1[O:8][C:9]1[N:10]=[CH:11][C:12]2[C:17]([CH:18]=1)=[CH:16][CH:15]=[CH:14][CH:13]=2, predict the reactants needed to synthesize it. The reactants are: [Cl:1][C:2]1[CH:3]=[C:4]([NH2:19])[CH:5]=[N:6][C:7]=1[O:8][C:9]1[N:10]=[CH:11][C:12]2[C:17]([CH:18]=1)=[CH:16][CH:15]=[CH:14][CH:13]=2.[CH3:20][O:21][C:22]1[CH:27]=[C:26]([O:28][CH3:29])[CH:25]=[CH:24][C:23]=1[S:30](Cl)(=[O:32])=[O:31].